Dataset: NCI-60 drug combinations with 297,098 pairs across 59 cell lines. Task: Regression. Given two drug SMILES strings and cell line genomic features, predict the synergy score measuring deviation from expected non-interaction effect. Drug 1: CC=C1C(=O)NC(C(=O)OC2CC(=O)NC(C(=O)NC(CSSCCC=C2)C(=O)N1)C(C)C)C(C)C. Drug 2: CNC(=O)C1=NC=CC(=C1)OC2=CC=C(C=C2)NC(=O)NC3=CC(=C(C=C3)Cl)C(F)(F)F. Cell line: RXF 393. Synergy scores: CSS=36.8, Synergy_ZIP=-0.762, Synergy_Bliss=-2.21, Synergy_Loewe=-52.1, Synergy_HSA=-2.33.